This data is from Forward reaction prediction with 1.9M reactions from USPTO patents (1976-2016). The task is: Predict the product of the given reaction. (1) Given the reactants B(F)(F)F.CCOCC.[C:10]([C:12]1[CH:20]=[CH:19][C:15]([C:16](O)=[O:17])=[CH:14][CH:13]=1)#[N:11], predict the reaction product. The product is: [OH:17][CH2:16][C:15]1[CH:19]=[CH:20][C:12]([C:10]#[N:11])=[CH:13][CH:14]=1. (2) Given the reactants C(C1C=C(C2OC3CCN([C:17]4[N:24]=[CH:23][CH:22]=[CH:21][C:18]=4[C:19]#[N:20])CC=3N=2)C=CC=1)#N.[N:26]1[C:34]2[CH2:33][CH2:32][NH:31][CH2:30][C:29]=2[O:28][C:27]=1[C:35]1[CH:36]=[C:37]([CH:40]=[CH:41][CH:42]=1)[C:38]#[N:39].C(C1C=C(C=CC=1)C(O)=O)#N, predict the reaction product. The product is: [N:26]1[C:34]2[CH2:33][CH2:32][NH:31][CH2:30][C:29]=2[O:28][C:27]=1[C:35]1[CH:36]=[C:37]([CH:40]=[CH:41][CH:42]=1)[C:38]#[N:39].[C:38]([C:37]1[CH:36]=[C:35]([C:27]2[O:28][C:29]3[CH2:30][N:31]([C:17]4[N:24]=[CH:23][CH:22]=[CH:21][C:18]=4[C:19]#[N:20])[CH2:32][CH2:33][C:34]=3[N:26]=2)[CH:42]=[CH:41][CH:40]=1)#[N:39]. (3) Given the reactants C1(P(C2C=CC=CC=2)C2C=CC=CC=2)C=CC=CC=1.[C:20]1(=[O:30])[NH:24][C:23](=[O:25])[C:22]2=[CH:26][CH:27]=[CH:28][CH:29]=[C:21]12.N([C:33]([O:35][CH2:36][CH3:37])=O)=N[C:33]([O:35][CH2:36][CH3:37])=O.C1O[C@@H]1CO, predict the reaction product. The product is: [O:35]1[CH2:33][C@H:36]1[CH2:37][N:24]1[C:20](=[O:30])[C:21]2=[CH:29][CH:28]=[CH:27][CH:26]=[C:22]2[C:23]1=[O:25].